From a dataset of Full USPTO retrosynthesis dataset with 1.9M reactions from patents (1976-2016). Predict the reactants needed to synthesize the given product. (1) Given the product [OH:1][C:2]1[CH:3]=[C:4]([CH:8]=[CH:9][C:10]=1[O:11][CH3:12])[C:5]([O:7][CH3:18])=[O:6], predict the reactants needed to synthesize it. The reactants are: [OH:1][C:2]1[CH:3]=[C:4]([CH:8]=[CH:9][C:10]=1[O:11][CH3:12])[C:5]([OH:7])=[O:6].S(=O)(=O)(O)O.[CH3:18]O. (2) Given the product [ClH:13].[NH2:1][C:2]1[CH:3]=[C:4]([CH:8]=[CH:9][CH:10]=1)[C:5]([O:7][CH3:15])=[O:6], predict the reactants needed to synthesize it. The reactants are: [NH2:1][C:2]1[CH:3]=[C:4]([CH:8]=[CH:9][CH:10]=1)[C:5]([OH:7])=[O:6].S(Cl)([Cl:13])=O.[CH3:15]O. (3) Given the product [Cl:21][C:22]1[N:30]=[CH:29][CH:28]=[CH:27][C:23]=1[C:24]([NH:11][C:5]1[CH:4]=[CH:9][CH:8]=[CH:7][C:6]=1[NH:10][CH:18]1[CH2:20][CH2:19]1)=[O:25], predict the reactants needed to synthesize it. The reactants are: C1([C:4]2[CH:9]=[CH:8][CH:7]=[C:6]([NH2:10])[C:5]=2[NH2:11])CC1.C(N([CH:18]([CH3:20])[CH3:19])CC)(C)C.[Cl:21][C:22]1[N:30]=[CH:29][CH:28]=[CH:27][C:23]=1[C:24](Cl)=[O:25]. (4) Given the product [N:13]1([S:10]([C:6]2[CH:5]=[C:4]([CH:9]=[CH:8][CH:7]=2)[NH2:1])(=[O:12])=[O:11])[CH2:14][CH:15]=[CH:16][CH2:17]1, predict the reactants needed to synthesize it. The reactants are: [N+:1]([C:4]1[CH:5]=[C:6]([S:10]([N:13]2[CH2:17][CH:16]=[CH:15][CH2:14]2)(=[O:12])=[O:11])[CH:7]=[CH:8][CH:9]=1)([O-])=O.[In].Cl. (5) Given the product [CH3:1][O:2][C:23](=[O:22])[NH:25][CH:17]1[CH2:18][S:19][CH2:20]1, predict the reactants needed to synthesize it. The reactants are: [C:1](C1NC=CN=1)(C1NC=CN=1)=[O:2].ONC([CH:17]1[CH2:20][S:19][CH2:18]1)=O.C[OH:22].[C:23](#[N:25])C.